This data is from TCR-epitope binding with 47,182 pairs between 192 epitopes and 23,139 TCRs. The task is: Binary Classification. Given a T-cell receptor sequence (or CDR3 region) and an epitope sequence, predict whether binding occurs between them. The epitope is NLWNTFTRL. The TCR CDR3 sequence is CASSQAATGSYEQYF. Result: 0 (the TCR does not bind to the epitope).